Dataset: Forward reaction prediction with 1.9M reactions from USPTO patents (1976-2016). Task: Predict the product of the given reaction. The product is: [CH:32]([C:17]1[N:18]=[C:19]([C:21]2[CH:26]=[CH:25][C:24]([O:27][C:28]([F:30])([F:31])[F:29])=[CH:23][CH:22]=2)[O:20][C:16]=1[CH:14]([CH3:15])[CH2:13][O:12][C:9]1[CH:10]=[CH:11][C:6]([CH2:5][CH2:4][C:3]([OH:36])=[O:2])=[C:7]([CH3:35])[CH:8]=1)([CH3:33])[CH3:34]. Given the reactants C[O:2][C:3](=[O:36])[CH2:4][CH2:5][C:6]1[CH:11]=[CH:10][C:9]([O:12][CH2:13][CH:14]([C:16]2[O:20][C:19]([C:21]3[CH:26]=[CH:25][C:24]([O:27][C:28]([F:31])([F:30])[F:29])=[CH:23][CH:22]=3)=[N:18][C:17]=2[CH:32]([CH3:34])[CH3:33])[CH3:15])=[CH:8][C:7]=1[CH3:35].[OH-].[Na+].Cl, predict the reaction product.